From a dataset of Forward reaction prediction with 1.9M reactions from USPTO patents (1976-2016). Predict the product of the given reaction. (1) Given the reactants [CH:1](=O)[C:2]1[CH:7]=[CH:6][CH:5]=[CH:4][CH:3]=1.S([O-])([O-])(=O)=O.[Mg+2].[NH2:15][C:16]1[CH:20]=[C:19]([CH3:21])[O:18][N:17]=1, predict the reaction product. The product is: [CH:1](=[N:15][C:16]1[CH:20]=[C:19]([CH3:21])[O:18][N:17]=1)[C:2]1[CH:7]=[CH:6][CH:5]=[CH:4][CH:3]=1. (2) Given the reactants [CH2:1]([O:8][C:9]([N:11]1[CH2:20][CH2:19][C:18]2[C:13](=[C:14]([Cl:22])[CH:15]=[CH:16][C:17]=2Br)[CH2:12]1)=[O:10])[C:2]1[CH:7]=[CH:6][CH:5]=[CH:4][CH:3]=1.[CH3:23][S:24]([O-:26])=[O:25].[Na+].N1CCC[C@H]1C(O)=O.[OH-].[Na+], predict the reaction product. The product is: [CH2:1]([O:8][C:9]([N:11]1[CH2:20][CH2:19][C:18]2[C:13](=[C:14]([Cl:22])[CH:15]=[CH:16][C:17]=2[S:24]([CH3:23])(=[O:26])=[O:25])[CH2:12]1)=[O:10])[C:2]1[CH:7]=[CH:6][CH:5]=[CH:4][CH:3]=1. (3) Given the reactants [Cl-:1].[CH2:2]([O:9][C:10](=[O:14])[C@@H:11]([NH3+:13])[CH3:12])[C:3]1[CH:8]=[CH:7][CH:6]=[CH:5][CH:4]=1.CCN(CC)CC.[P:22](Cl)(Cl)(=[O:30])[O:23][C:24]1[CH:29]=[CH:28][CH:27]=[CH:26][CH:25]=1, predict the reaction product. The product is: [Cl:1][C:25]1[CH:26]=[CH:27][CH:28]=[CH:29][C:24]=1[O:23][P:22](=[N:13][C@@H:11]([CH3:12])[C:10]([O:9][CH2:2][C:3]1[CH:8]=[CH:7][CH:6]=[CH:5][CH:4]=1)=[O:14])=[O:30]. (4) Given the reactants [H-].[Na+].[S:3]1[CH:7]=[CH:6][C:5]([N:8]2[CH2:12][CH2:11][C@H:10]([CH2:13][OH:14])[CH2:9]2)=[CH:4]1.Cl[C:16]1[N:21]([CH3:22])[C:20](=[O:23])[CH:19]=[C:18]([C:24]2[CH:29]=[CH:28][N:27]=[CH:26][C:25]=2[F:30])[N:17]=1, predict the reaction product. The product is: [F:30][C:25]1[CH:26]=[N:27][CH:28]=[CH:29][C:24]=1[C:18]1[N:17]=[C:16]([O:14][CH2:13][C@H:10]2[CH2:11][CH2:12][N:8]([C:5]3[CH:6]=[CH:7][S:3][CH:4]=3)[CH2:9]2)[N:21]([CH3:22])[C:20](=[O:23])[CH:19]=1. (5) Given the reactants [CH3:1][N:2]1[C:10]2[N:9]=[C:8]([Br:11])[N:7]([CH2:12][C:13]#[C:14][CH3:15])[C:6]=2[C:5](=[O:16])[NH:4][C:3]1=[O:17].C(=O)([O-])[O-].[K+].[K+].CN1CCCC1=O.Cl[CH2:32][C:33]1[C:38]([C:39]#[N:40])=[CH:37][CH:36]=[CH:35][N:34]=1, predict the reaction product. The product is: [C:39]([C:38]1[C:33]([CH2:32][N:4]2[C:5](=[O:16])[C:6]3[N:7]([CH2:12][C:13]#[C:14][CH3:15])[C:8]([Br:11])=[N:9][C:10]=3[N:2]([CH3:1])[C:3]2=[O:17])=[N:34][CH:35]=[CH:36][CH:37]=1)#[N:40]. (6) Given the reactants [Cl:1][C:2]1[N:10]=[C:9]([Cl:11])[CH:8]=[C:7]([C:12]([F:15])([F:14])[F:13])[C:3]=1[C:4](Cl)=[O:5].[Al+3].[Cl-].[Cl-].[Cl-].[C:20]([Cl:23])([Cl:22])=[CH2:21], predict the reaction product. The product is: [Cl:22][C:20]([Cl:23])=[CH:21][C:4]([C:3]1[C:2]([Cl:1])=[N:10][C:9]([Cl:11])=[CH:8][C:7]=1[C:12]([F:15])([F:14])[F:13])=[O:5].